Dataset: Reaction yield outcomes from USPTO patents with 853,638 reactions. Task: Predict the reaction yield, written as a fraction of the theoretical maximum amount of product (1.0 means a 100% yield; for example, 0.34 means a 34% yield). (1) The reactants are [O:1]([CH2:8][CH2:9][N:10]1[CH:14]=[CH:13][CH:12]=[C:11]1[CH:15]=O)[C:2]1[CH:7]=[CH:6][CH:5]=[CH:4][CH:3]=1.[H-].[Na+].[OH-:19].[Na+].[CH2:21]1[CH2:25][O:24]CC1. The catalyst is C(OCC)(=O)C. The product is [O:1]([CH2:8][CH2:9][N:10]1[CH:14]=[CH:13][CH:12]=[C:11]1/[CH:15]=[CH:21]/[C:25]([OH:19])=[O:24])[C:2]1[CH:3]=[CH:4][CH:5]=[CH:6][CH:7]=1. The yield is 0.580. (2) The reactants are [I:1][C:2]1[CH:3]=[C:4]([CH:8]=[CH:9][CH:10]=1)[C:5]([NH2:7])=O.COC1C=CC(P2(SP(C3C=CC(OC)=CC=3)(=S)S2)=[S:20])=CC=1. The catalyst is C1(C)C=CC=CC=1. The product is [I:1][C:2]1[CH:3]=[C:4]([CH:8]=[CH:9][CH:10]=1)[C:5]([NH2:7])=[S:20]. The yield is 0.990. (3) The reactants are NCC1C=NC=CC=1.[NH2:9][CH2:10][C:11]1[CH:16]=[N:15][C:14]([CH3:17])=[CH:13][N:12]=1.[F:18][C:19]1[CH:40]=[CH:39][C:22]([CH2:23][N:24]2[C:28](=[O:29])[N:27]([C:30]3[S:34][C:33]([C:35](O)=[O:36])=[C:32]([CH3:38])[CH:31]=3)[CH:26]=[N:25]2)=[CH:21][CH:20]=1. No catalyst specified. The product is [F:18][C:19]1[CH:40]=[CH:39][C:22]([CH2:23][N:24]2[C:28](=[O:29])[N:27]([C:30]3[S:34][C:33]([C:35]([NH:9][CH2:10][C:11]4[CH:16]=[N:15][C:14]([CH3:17])=[CH:13][N:12]=4)=[O:36])=[C:32]([CH3:38])[CH:31]=3)[CH:26]=[N:25]2)=[CH:21][CH:20]=1. The yield is 0.760. (4) The catalyst is O. The product is [Br:14][C@H:2]([CH2:3][CH:4]([CH3:6])[CH3:5])[C:7]([OH:9])=[O:8]. The yield is 0.860. The reactants are N[C@@H:2]([C:7]([OH:9])=[O:8])[CH2:3][CH:4]([CH3:6])[CH3:5].N([O-])=O.[Na+].[BrH:14]. (5) The reactants are [O:1]=[C:2]([CH3:9])[CH2:3][C:4]([O:6][CH2:7][CH3:8])=[O:5].Br[CH2:11][CH2:12]Br.C([O-])([O-])=O.[K+].[K+]. The catalyst is O. The product is [C:2]([C:3]1([C:4]([O:6][CH2:7][CH3:8])=[O:5])[CH2:12][CH2:11]1)(=[O:1])[CH3:9]. The yield is 0.510. (6) The product is [Cl:1][C:2]1[CH:7]=[CH:6][CH:5]=[CH:4][C:3]=1[N:8]([CH3:20])[C:9]1[CH:14]=[CH:13][CH:12]=[CH:11][C:10]=1[N+:15]([O-:17])=[O:16]. The yield is 1.00. The reactants are [Cl:1][C:2]1[CH:7]=[CH:6][CH:5]=[CH:4][C:3]=1[NH:8][C:9]1[CH:14]=[CH:13][CH:12]=[CH:11][C:10]=1[N+:15]([O-:17])=[O:16].[OH-].[K+].[CH3:20]OS(OC)(=O)=O.[OH-].[Na+]. The catalyst is CC(C)=O. (7) The reactants are [NH:1]([C:9]([O:11][C:12]([CH3:15])([CH3:14])[CH3:13])=[O:10])[C@H:2]([C:6]([OH:8])=O)[CH:3]([CH3:5])[CH3:4].C1C=CC2N(O)N=NC=2C=1.C(Cl)CCl.[NH2:30][C@H:31]([C:39]([OH:41])=[O:40])[CH2:32][CH2:33][CH2:34][NH:35][C:36]([NH2:38])=[O:37].[CH:42]1[C:47]([C:48]([OH:50])=[O:49])=[CH:46][CH:45]=[C:44]([NH2:51])[CH:43]=1. The catalyst is C(Cl)Cl.CN(C=O)C. The yield is 0.410. The product is [NH:1]([C:9]([O:11][C:12]([CH3:15])([CH3:14])[CH3:13])=[O:10])[C@H:2]([C:6]([NH:30][C@H:31]([C:39]([OH:41])=[O:40])[CH2:32][CH2:33][CH2:34][NH:35][C:36]([NH2:38])=[O:37])=[O:8])[CH:3]([CH3:4])[CH3:5].[CH:42]1[C:47]([C:48]([OH:50])=[O:49])=[CH:46][CH:45]=[C:44]([NH2:51])[CH:43]=1.